From a dataset of NCI-60 drug combinations with 297,098 pairs across 59 cell lines. Regression. Given two drug SMILES strings and cell line genomic features, predict the synergy score measuring deviation from expected non-interaction effect. Drug 1: CC1=C(C=C(C=C1)NC(=O)C2=CC=C(C=C2)CN3CCN(CC3)C)NC4=NC=CC(=N4)C5=CN=CC=C5. Drug 2: C(CN)CNCCSP(=O)(O)O. Cell line: NCI/ADR-RES. Synergy scores: CSS=6.08, Synergy_ZIP=-1.29, Synergy_Bliss=0.570, Synergy_Loewe=0.347, Synergy_HSA=-0.298.